Dataset: Forward reaction prediction with 1.9M reactions from USPTO patents (1976-2016). Task: Predict the product of the given reaction. Given the reactants [CH3:1][C:2]1[CH:7]=[C:6]([CH3:8])[CH:5]=[CH:4][C:3]=1[C:9]1[O:13][N:12]=[CH:11][C:10]=1[C:14]([OH:16])=O.CN(C(ON1N=NC2C=CC=CC1=2)=[N+](C)C)C.[B-](F)(F)(F)F.Cl.[NH:40]1[CH2:45][CH2:44][CH2:43][C@@H:42]([C:46]([OH:49])([CH3:48])[CH3:47])[CH2:41]1.C(N(CC)CC)C, predict the reaction product. The product is: [CH3:1][C:2]1[CH:7]=[C:6]([CH3:8])[CH:5]=[CH:4][C:3]=1[C:9]1[O:13][N:12]=[CH:11][C:10]=1[C:14]([N:40]1[CH2:45][CH2:44][CH2:43][C@@H:42]([C:46]([OH:49])([CH3:48])[CH3:47])[CH2:41]1)=[O:16].